This data is from Full USPTO retrosynthesis dataset with 1.9M reactions from patents (1976-2016). The task is: Predict the reactants needed to synthesize the given product. Given the product [CH3:3][CH:2]([C:4]1[CH:5]=[CH:6][C:7]([C:10]2[C:11]3=[N:16][S:22](=[O:24])(=[O:23])[CH2:21][CH2:20][N:12]3[CH:13]=[CH:14][CH:15]=2)=[CH:8][CH:9]=1)[CH3:1], predict the reactants needed to synthesize it. The reactants are: [CH3:1][CH:2]([C:4]1[CH:9]=[CH:8][C:7]([C:10]2[C:11]([NH2:16])=[N:12][CH:13]=[CH:14][CH:15]=2)=[CH:6][CH:5]=1)[CH3:3].[H-].[Na+].Cl[CH2:20][CH2:21][S:22](Cl)(=[O:24])=[O:23].C(=O)([O-])O.[Na+].